Dataset: Full USPTO retrosynthesis dataset with 1.9M reactions from patents (1976-2016). Task: Predict the reactants needed to synthesize the given product. (1) Given the product [Cl:1][C:2]1[CH:7]=[CH:6][C:5]([C@H:8]2[C@@H:12]([C:13]3[CH:18]=[CH:17][C:16]([Cl:19])=[CH:15][CH:14]=3)[N:11]([C:20]([N:40]3[CH2:41][CH2:42][N:37]([CH2:43][C:44]([NH2:46])=[O:45])[CH2:38][CH2:39]3)=[O:21])[C:10]([C:23]3[CH:28]=[C:27]([C:29]([C:32]#[N:33])([CH3:31])[CH3:30])[CH:26]=[CH:25][C:24]=3[O:34][CH2:35][CH3:36])=[N:9]2)=[CH:4][CH:3]=1, predict the reactants needed to synthesize it. The reactants are: [Cl:1][C:2]1[CH:7]=[CH:6][C:5]([C@H:8]2[C@@H:12]([C:13]3[CH:18]=[CH:17][C:16]([Cl:19])=[CH:15][CH:14]=3)[N:11]([C:20](Cl)=[O:21])[C:10]([C:23]3[CH:28]=[C:27]([C:29]([C:32]#[N:33])([CH3:31])[CH3:30])[CH:26]=[CH:25][C:24]=3[O:34][CH2:35][CH3:36])=[N:9]2)=[CH:4][CH:3]=1.[N:37]1([CH2:43][C:44]([NH2:46])=[O:45])[CH2:42][CH2:41][NH:40][CH2:39][CH2:38]1. (2) Given the product [F:1][C:2]1[CH:3]=[CH:4][C:5]([C:8]2[O:9][C:10]3[CH:20]=[CH:19][C:18]([C:21]4[CH:22]=[C:23]([C:24](=[O:25])[NH:41][C:38]5([C:34]6[N:33]=[C:32]([CH3:31])[CH:37]=[CH:36][N:35]=6)[CH2:39][CH2:40]5)[CH:27]=[CH:28][C:29]=4[CH3:30])=[CH:17][C:11]=3[C:12]=2[C:13]([NH:14][CH3:15])=[O:16])=[CH:6][CH:7]=1, predict the reactants needed to synthesize it. The reactants are: [F:1][C:2]1[CH:7]=[CH:6][C:5]([C:8]2[O:9][C:10]3[CH:20]=[CH:19][C:18]([C:21]4[CH:22]=[C:23]([CH:27]=[CH:28][C:29]=4[CH3:30])[C:24](O)=[O:25])=[CH:17][C:11]=3[C:12]=2[C:13](=[O:16])[NH:14][CH3:15])=[CH:4][CH:3]=1.[CH3:31][C:32]1[CH:37]=[CH:36][N:35]=[C:34]([C:38]2([NH2:41])[CH2:40][CH2:39]2)[N:33]=1.C(N(CC)CC)C. (3) Given the product [F:39][C:40]1[CH:41]=[C:42]([NH:55][C:56]2[CH:61]=[C:60]([O:62][CH3:63])[CH:59]=[CH:58][C:57]=2[CH:64]2[CH2:73][CH2:72][C:71]3[C:66](=[CH:67][CH:68]=[C:69]([O:74][CH3:75])[CH:70]=3)[CH2:65]2)[CH:43]=[CH:44][C:45]=1[CH2:46][CH2:47][CH2:48][N:49]1[CH2:54][CH2:53][CH2:52][CH2:51][CH2:50]1, predict the reactants needed to synthesize it. The reactants are: COC1C=CC(C2CCC3C(=CC=C(OC)C=3)C2)=C(N)C=1.BrC1C=CC(C#CCN2CCCCC2)=C(F)C=1.[F:39][C:40]1[CH:41]=[C:42]([NH:55][C:56]2[CH:61]=[C:60]([O:62][CH3:63])[CH:59]=[CH:58][C:57]=2[CH:64]2[CH2:73][CH2:72][C:71]3[C:66](=[CH:67][CH:68]=[C:69]([O:74][CH3:75])[CH:70]=3)[CH2:65]2)[CH:43]=[CH:44][C:45]=1[C:46]#[C:47][CH2:48][N:49]1[CH2:54][CH2:53][CH2:52][CH2:51][CH2:50]1. (4) Given the product [F:1][C:2]([F:15])([F:14])[O:3][C:4]1[CH:5]=[CH:6][C:7]([I:21])=[C:8]([CH:12]=1)[C:9]([OH:11])=[O:10], predict the reactants needed to synthesize it. The reactants are: [F:1][C:2]([F:15])([F:14])[O:3][C:4]1[CH:12]=[C:8]([C:9]([OH:11])=[O:10])[C:7](N)=[CH:6][CH:5]=1.Cl.N([O-])=O.[Na+].[I-:21].[K+].